This data is from Forward reaction prediction with 1.9M reactions from USPTO patents (1976-2016). The task is: Predict the product of the given reaction. (1) The product is: [CH3:1][C:2]1[C:9]([N+:10]([O-:12])=[O:11])=[CH:8][C:7]([CH3:13])=[CH:6][C:3]=1[CH:4]([OH:5])[C:15]1[N:16]=[CH:17][N:18]([S:20]([N:23]([CH3:25])[CH3:24])(=[O:22])=[O:21])[CH:19]=1. Given the reactants [CH3:1][C:2]1[C:9]([N+:10]([O-:12])=[O:11])=[CH:8][C:7]([CH3:13])=[CH:6][C:3]=1[CH:4]=[O:5].I[C:15]1[N:16]=[CH:17][N:18]([S:20]([N:23]([CH3:25])[CH3:24])(=[O:22])=[O:21])[CH:19]=1, predict the reaction product. (2) Given the reactants COC(C1C=C(O[C:16]2[CH:21]=[CH:20][C:19]([S:22]([CH3:25])(=[O:24])=[O:23])=[CH:18][CH:17]=2)C=C2OC(C)CC=12)=O.[C:26]([O:30][C:31]([C:33]1[CH:44]=[C:43]([OH:45])[C:36]2[CH2:37][C:38]([CH2:41][OH:42])([CH3:40])[O:39][C:35]=2[CH:34]=1)=[O:32])([CH3:29])([CH3:28])[CH3:27].FC1C=CC(CS(CC2C=CC(F)=CC=2)(=O)=O)=CC=1, predict the reaction product. The product is: [C:26]([O:30][C:31]([C:33]1[CH:44]=[C:43]([O:45][C:16]2[CH:21]=[CH:20][C:19]([S:22]([CH3:25])(=[O:24])=[O:23])=[CH:18][CH:17]=2)[C:36]2[CH2:37][C:38]([CH2:41][OH:42])([CH3:40])[O:39][C:35]=2[CH:34]=1)=[O:32])([CH3:27])([CH3:28])[CH3:29]. (3) The product is: [F:26][C:24]1[CH:23]=[C:22]([N:27]2[CH2:32][CH2:31][O:30][CH2:29][CH2:28]2)[CH:21]=[C:20]([F:19])[C:25]=1[B:5]1[O:6][C:7]([CH3:12])([CH3:13])[C:8]([CH3:10])([CH3:11])[O:9]1. Given the reactants C(O[B:5]1[O:9][C:8]([CH3:11])([CH3:10])[C:7]([CH3:13])([CH3:12])[O:6]1)(C)C.C([Li])CCC.[F:19][C:20]1[CH:21]=[C:22]([N:27]2[CH2:32][CH2:31][O:30][CH2:29][CH2:28]2)[CH:23]=[C:24]([F:26])[CH:25]=1, predict the reaction product.